From a dataset of Full USPTO retrosynthesis dataset with 1.9M reactions from patents (1976-2016). Predict the reactants needed to synthesize the given product. (1) Given the product [C:37]([O:36][C:34]([NH:30][C:31]1[CH:32]=[CH:33][C:25]([C:14]([CH2:15][CH2:16][CH:17]([F:19])[F:18])([CH2:13][CH2:12][CH:11]([F:43])[F:10])[C:20]([O:22][CH2:23][CH3:24])=[O:21])=[CH:26][C:27]=1[C:28](=[O:42])[C:29]([N:2]1[CH2:3][C:4]2[C:9](=[CH:8][CH:7]=[CH:6][CH:5]=2)[CH2:1]1)=[O:41])=[O:35])([CH3:39])([CH3:38])[CH3:40], predict the reactants needed to synthesize it. The reactants are: [CH2:1]1[C:9]2[C:4](=[CH:5][CH:6]=[CH:7][CH:8]=2)[CH2:3][NH:2]1.[F:10][CH:11]([F:43])[CH2:12][CH2:13][C:14]([C:25]1[CH:26]=[C:27]2[C:31](=[CH:32][CH:33]=1)[N:30]([C:34]([O:36][C:37]([CH3:40])([CH3:39])[CH3:38])=[O:35])[C:29](=[O:41])[C:28]2=[O:42])([C:20]([O:22][CH2:23][CH3:24])=[O:21])[CH2:15][CH2:16][CH:17]([F:19])[F:18]. (2) Given the product [CH3:14][O:13][C:11]([C:7]1[S:8][C:9]([CH3:10])=[C:5]([NH:4][C:2]2[S:3][CH:16]=[C:17]([C:19]3[CH:20]=[C:21]([CH3:26])[CH:22]=[CH:23][CH:24]=3)[N:1]=2)[CH:6]=1)=[S:12], predict the reactants needed to synthesize it. The reactants are: [NH2:1][C:2]([NH:4][C:5]1[CH:6]=[C:7]([C:11]([O:13][CH3:14])=[S:12])[S:8][C:9]=1[CH3:10])=[S:3].Br[CH:16](C)[C:17]([C:19]1[CH:24]=[CH:23][CH:22]=[CH:21][CH:20]=1)=O.[CH3:26]N(C=O)C. (3) Given the product [F:1][C:2]1[CH:7]=[CH:6][C:5]([C:8]([CH2:26][N:27]2[C:31]([CH3:32])=[CH:30][N:29]=[CH:28]2)=[CH:9][C:10]2[CH:19]=[CH:18][C:13]([C:14]([OH:16])=[O:15])=[C:12]([C:20]3[CH:25]=[CH:24][CH:23]=[CH:22][CH:21]=3)[CH:11]=2)=[CH:4][CH:3]=1, predict the reactants needed to synthesize it. The reactants are: [F:1][C:2]1[CH:7]=[CH:6][C:5]([C:8]([CH2:26][N:27]2[C:31]([CH3:32])=[CH:30][N:29]=[CH:28]2)=[CH:9][C:10]2[CH:19]=[CH:18][C:13]([C:14]([O:16]C)=[O:15])=[C:12]([C:20]3[CH:25]=[CH:24][CH:23]=[CH:22][CH:21]=3)[CH:11]=2)=[CH:4][CH:3]=1.[OH-].[Na+]. (4) Given the product [N:53]1[C:54]2[C:63](=[CH:62][CH:61]=[C:60]3[C:55]=2[N:56]=[CH:57][CH:58]=[CH:59]3)[CH:64]=[CH:65][C:52]=1[C:9]1[CH:14]=[C:13]([C:26]2[N:27]=[C:28]([C:30]3[CH:35]=[CH:34][C:33]([C:36]([CH3:37])([CH3:38])[CH3:39])=[CH:32][CH:31]=3)[N:29]=[C:24]([C:11]3[CH:10]=[CH:9][C:14]([C:30]([CH3:35])([CH3:31])[CH3:28])=[CH:13][CH:12]=3)[N:25]=2)[CH:12]=[C:11]([C:57]2[CH:58]=[CH:59][C:60]3[C:55](=[C:54]4[C:63](=[CH:62][CH:61]=3)[CH:64]=[CH:65][CH:52]=[N:53]4)[N:56]=2)[CH:10]=1, predict the reactants needed to synthesize it. The reactants are: CC1(C)C(C)(C)OB([C:9]2[CH:10]=[C:11]([C:24]3[N:29]=[C:28]([C:30]4[CH:35]=[CH:34][C:33]([C:36]([CH3:39])([CH3:38])[CH3:37])=[CH:32][CH:31]=4)[N:27]=[C:26](C4C=CC(C(C)(C)C)=CC=4)[N:25]=3)[CH:12]=[C:13](B3OC(C)(C)C(C)(C)O3)[CH:14]=2)O1.Cl[C:52]1[CH:65]=[CH:64][C:63]2[C:54](=[C:55]3[C:60](=[CH:61][CH:62]=2)[CH:59]=[CH:58][CH:57]=[N:56]3)[N:53]=1.[Cl-].[Li+].C(=O)([O-])[O-].[Na+].[Na+].